This data is from Full USPTO retrosynthesis dataset with 1.9M reactions from patents (1976-2016). The task is: Predict the reactants needed to synthesize the given product. Given the product [CH3:1][O:2][C:3]1[C:8]([O:9][CH3:10])=[C:7]([O:11][CH3:12])[CH:6]=[C:5]([CH3:13])[C:4]=1[C:14]([C:16]1[C:17]([Cl:27])=[N:18][C:19]([Cl:26])=[CH:20][C:21]=1[C:22]([F:25])([F:23])[F:24])=[O:15], predict the reactants needed to synthesize it. The reactants are: [CH3:1][O:2][C:3]1[C:8]([O:9][CH3:10])=[C:7]([O:11][CH3:12])[CH:6]=[C:5]([CH3:13])[C:4]=1[CH:14]([C:16]1[C:17]([Cl:27])=[N:18][C:19]([Cl:26])=[CH:20][C:21]=1[C:22]([F:25])([F:24])[F:23])[OH:15].